Predict the reactants needed to synthesize the given product. From a dataset of Full USPTO retrosynthesis dataset with 1.9M reactions from patents (1976-2016). Given the product [CH2:16]([O:17][C:18]1[CH:19]=[C:20]([CH:24]=[C:25]([O:27][C@@H:28]([CH3:38])[CH2:29][O:30][Si:31]([C:34]([CH3:36])([CH3:37])[CH3:35])([CH3:32])[CH3:33])[CH:26]=1)[C:21]([NH:63][C:64]1[S:65][C:66]([CH3:69])=[CH:67][N:68]=1)=[O:23])[C:10]1[CH:11]=[CH:12][CH:13]=[CH:14][CH:15]=1, predict the reactants needed to synthesize it. The reactants are: CCN(C(C)C)C(C)C.[C:10]1([CH2:16][O:17][C:18]2[CH:19]=[C:20]([CH:24]=[C:25]([O:27][C@@H:28]([CH3:38])[CH2:29][O:30][Si:31]([C:34]([CH3:37])([CH3:36])[CH3:35])([CH3:33])[CH3:32])[CH:26]=2)[C:21]([OH:23])=O)[CH:15]=[CH:14][CH:13]=[CH:12][CH:11]=1.CN(C(ON1N=NC2C=CC=NC1=2)=[N+](C)C)C.F[P-](F)(F)(F)(F)F.[NH2:63][C:64]1[S:65][C:66]([CH3:69])=[CH:67][N:68]=1.